From a dataset of Full USPTO retrosynthesis dataset with 1.9M reactions from patents (1976-2016). Predict the reactants needed to synthesize the given product. (1) Given the product [CH2:47]([NH:54][C:1](=[O:29])[O:2][CH2:3][C:4]1[C:5]([CH2:20][C:21]2[CH:26]=[C:25]([F:27])[CH:24]=[CH:23][C:22]=2[F:28])=[N:6][C:7]([S:10]([C:13]2[CH:18]=[CH:17][C:16]([Cl:19])=[CH:15][CH:14]=2)(=[O:11])=[O:12])=[CH:8][CH:9]=1)[C:48]1[CH:53]=[CH:52][CH:51]=[CH:50][CH:49]=1, predict the reactants needed to synthesize it. The reactants are: [C:1](=O)([O:29]C1C=CC([N+]([O-])=O)=CC=1)[O:2][CH2:3][C:4]1[C:5]([CH2:20][C:21]2[CH:26]=[C:25]([F:27])[CH:24]=[CH:23][C:22]=2[F:28])=[N:6][C:7]([S:10]([C:13]2[CH:18]=[CH:17][C:16]([Cl:19])=[CH:15][CH:14]=2)(=[O:12])=[O:11])=[CH:8][CH:9]=1.CN1CCOCC1.[CH2:47]([NH2:54])[C:48]1[CH:53]=[CH:52][CH:51]=[CH:50][CH:49]=1.CCCCCC. (2) Given the product [Cl:1][C:2]1[CH:3]=[CH:4][C:5]([O:12][CH2:13][C:14]([N:16]2[CH:21]([CH3:22])[CH2:20][O:19][C@@H:18]([CH2:23][CH2:24][C:25]3[CH:26]=[CH:27][C:28]([F:31])=[CH:29][CH:30]=3)[CH2:17]2)=[O:15])=[C:6]([NH:8][C:9]([NH2:11])=[O:10])[CH:7]=1, predict the reactants needed to synthesize it. The reactants are: [Cl:1][C:2]1[CH:3]=[CH:4][C:5]([O:12][CH2:13][C:14]([N:16]2[C@H:21]([CH3:22])[CH2:20][O:19][C@@H:18]([CH2:23][CH2:24][C:25]3[CH:30]=[CH:29][C:28]([F:31])=[CH:27][CH:26]=3)[CH2:17]2)=[O:15])=[C:6]([NH:8][C:9]([NH2:11])=[O:10])[CH:7]=1.ClC1C=CC(OCC(N2[C@H](C)CO[C@H](CCC3C=CC(F)=CC=3)C2)=O)=C(NC(N)=O)C=1. (3) Given the product [F:1][C:2]1[CH:3]=[C:4]([O:8][CH:9]2[CH2:14][CH2:13][NH:12][CH2:11][CH2:10]2)[CH:5]=[CH:6][CH:7]=1, predict the reactants needed to synthesize it. The reactants are: [F:1][C:2]1[CH:3]=[C:4]([O:8][CH:9]2[CH2:14][CH2:13][N:12](C(OC(C)(C)C)=O)[CH2:11][CH2:10]2)[CH:5]=[CH:6][CH:7]=1.C(O)(C(F)(F)F)=O. (4) Given the product [Cl:1][C:2]1[C:3]([S:33]([CH2:36][CH3:37])(=[O:34])=[O:35])=[C:4]([CH:29]=[C:30]([Cl:32])[CH:31]=1)[CH2:5][N:6]1[C:15](=[O:16])[C:14]2[C:9](=[CH:10][C:11]([CH2:21][N:22]3[CH2:23][CH2:24][N:25]([CH3:40])[CH2:26][CH2:27]3)=[C:12]([C:17]([F:18])([F:19])[F:20])[CH:13]=2)[NH:8][C:7]1=[O:28], predict the reactants needed to synthesize it. The reactants are: [Cl:1][C:2]1[C:3]([S:33]([CH2:36][CH3:37])(=[O:35])=[O:34])=[C:4]([CH:29]=[C:30]([Cl:32])[CH:31]=1)[CH2:5][N:6]1[C:15](=[O:16])[C:14]2[C:9](=[CH:10][C:11]([CH2:21][N:22]3[CH2:27][CH2:26][NH:25][CH2:24][CH2:23]3)=[C:12]([C:17]([F:20])([F:19])[F:18])[CH:13]=2)[NH:8][C:7]1=[O:28].C=O.[C:40](=O)(O)[O-].[Na+].ClCCl. (5) Given the product [F:16][C:17]([F:26])([F:25])[C@@H:18]1[CH2:23][CH2:22][C@H:21]([NH:1][C:2]2[CH:3]=[C:4]3[C:9](=[CH:10][CH:11]=2)[CH:8]=[C:7]([C:12]([O:14][CH3:15])=[O:13])[CH:6]=[CH:5]3)[CH2:20][CH2:19]1, predict the reactants needed to synthesize it. The reactants are: [NH2:1][C:2]1[CH:3]=[C:4]2[C:9](=[CH:10][CH:11]=1)[CH:8]=[C:7]([C:12]([O:14][CH3:15])=[O:13])[CH:6]=[CH:5]2.[F:16][C:17]([F:26])([F:25])[CH:18]1[CH2:23][CH2:22][C:21](=O)[CH2:20][CH2:19]1.[BH-](OC(C)=O)(OC(C)=O)OC(C)=O.[Na+].CC(O)=O. (6) Given the product [NH2:1][C:4]1[CH:5]=[C:6]([CH2:10][C:11]([NH:13][C:14]2[S:15][CH:16]=[C:17]([C:19]3[C:27]4[C:22](=[N:23][CH:24]=[CH:25][CH:26]=4)[NH:21][CH:20]=3)[N:18]=2)=[O:12])[CH:7]=[CH:8][CH:9]=1, predict the reactants needed to synthesize it. The reactants are: [N+:1]([C:4]1[CH:5]=[C:6]([CH2:10][C:11]([NH:13][C:14]2[S:15][CH:16]=[C:17]([C:19]3[C:27]4[C:22](=[N:23][CH:24]=[CH:25][CH:26]=4)[NH:21][CH:20]=3)[N:18]=2)=[O:12])[CH:7]=[CH:8][CH:9]=1)([O-])=O.C([O-])=O.[NH4+]. (7) Given the product [CH:1]1([NH:7][C:8]([NH:10][C:11]([CH3:27])([CH3:26])[CH2:12][N:13]2[C:14]3[C:19]([CH3:20])=[C:18]([CH3:21])[N:17]4[N:22]=[N:23][N:24]=[C:16]4[C:15]=3[N:25]=[C:33]2[CH2:32][CH2:31][O:30][CH3:29])=[O:9])[CH2:6][CH2:5][CH2:4][CH2:3][CH2:2]1, predict the reactants needed to synthesize it. The reactants are: [CH:1]1([NH:7][C:8]([NH:10][C:11]([CH3:27])([CH3:26])[CH2:12][NH:13][C:14]2[C:19]([CH3:20])=[C:18]([CH3:21])[N:17]3[N:22]=[N:23][N:24]=[C:16]3[C:15]=2[NH2:25])=[O:9])[CH2:6][CH2:5][CH2:4][CH2:3][CH2:2]1.Cl.[CH3:29][O:30][CH2:31][CH2:32][C:33](=N)OCC. (8) Given the product [C:17]([C:19]1[C:24]2[N:25]([CH2:28][C:29]([NH:2][CH:3]([C:5]3[CH:10]=[CH:9][C:8]([C:11]([C:12]#[N:13])([CH3:15])[CH3:14])=[C:7]([F:16])[CH:6]=3)[CH3:4])=[O:30])[CH:26]=[N:27][C:23]=2[CH:22]=[CH:21][CH:20]=1)#[N:18], predict the reactants needed to synthesize it. The reactants are: Cl.[NH2:2][CH:3]([C:5]1[CH:10]=[CH:9][C:8]([C:11]([CH3:15])([CH3:14])[C:12]#[N:13])=[C:7]([F:16])[CH:6]=1)[CH3:4].[C:17]([C:19]1[C:24]2[N:25]([CH2:28][C:29](O)=[O:30])[CH:26]=[N:27][C:23]=2[CH:22]=[CH:21][CH:20]=1)#[N:18].CN(C(ON1N=NC2C=CC=NC1=2)=[N+](C)C)C.F[P-](F)(F)(F)(F)F.